Dataset: Reaction yield outcomes from USPTO patents with 853,638 reactions. Task: Predict the reaction yield, written as a fraction of the theoretical maximum amount of product (1.0 means a 100% yield; for example, 0.34 means a 34% yield). (1) The reactants are C(ON=O)(C)(C)C.N[C:9]1[N:13]([C:14]2[C:19]([Cl:20])=[CH:18][C:17]([C:21]([F:24])([F:23])[F:22])=[CH:16][C:15]=2[Cl:25])[N:12]=[C:11]([C:26]#[N:27])[C:10]=1[S:28]([C:31]([F:34])([F:33])[F:32])(=[O:30])=[O:29].C(Br)(Br)[Br:36]. The yield is 0.790. No catalyst specified. The product is [Br:36][C:9]1[N:13]([C:14]2[C:19]([Cl:20])=[CH:18][C:17]([C:21]([F:24])([F:23])[F:22])=[CH:16][C:15]=2[Cl:25])[N:12]=[C:11]([C:26]#[N:27])[C:10]=1[S:28]([C:31]([F:34])([F:33])[F:32])(=[O:30])=[O:29]. (2) The reactants are C(O[C:9]1[C:14]([O:15][CH3:16])=[CH:13][C:12]([Cl:17])=[CH:11][C:10]=1[CH2:18][CH:19]([OH:22])[CH2:20][OH:21])C1C=CC=CC=1.[C:23]1([CH3:33])[CH:28]=[CH:27][C:26]([S:29](Cl)(=[O:31])=[O:30])=[CH:25][CH:24]=1.CC1C=CC(S(OCC(O)CC2C=C(Cl)C=C(OC)C=2OCC2C=CC=CC=2)(=O)=O)=CC=1.S(C1C=CC(C)=CC=1)([O-])(=O)=O.CC1C=CC(S(OCC(O)CC2C=C(Cl)C=C(OC)C=2O)(=O)=O)=CC=1.C1(O)C=CC=CC=1.C1(P(C2C=CC=CC=2)C2C=CC=CC=2)C=CC=CC=1.N(C(OC(C)C)=O)=NC(OC(C)C)=O. The catalyst is N1C=CC=CC=1.[Pd]. The product is [CH3:33][C:23]1[CH:28]=[CH:27][C:26]([S:29]([O:21][CH2:20][CH:19]2[CH2:18][C:10]3[CH:11]=[C:12]([Cl:17])[CH:13]=[C:14]([O:15][CH3:16])[C:9]=3[O:22]2)(=[O:31])=[O:30])=[CH:25][CH:24]=1. The yield is 0.760. (3) The reactants are C[O:2][C:3]([C:5]1([CH2:11][C:12]#[N:13])[CH2:10][CH2:9][CH2:8][CH2:7][CH2:6]1)=O.[BH4-].[Na+].[OH-].[NH4+]. The catalyst is C1COCC1.O.O.O.O.O.O.O.[Co](Cl)Cl. The product is [C:3]1(=[O:2])[C:5]2([CH2:10][CH2:9][CH2:8][CH2:7][CH2:6]2)[CH2:11][CH2:12][NH:13]1. The yield is 0.540. (4) The reactants are [C:1]([O:5][C:6]([N:8]1[CH2:20][C@@H:19]([CH3:21])[N:18]2[C@H:10]([CH2:11][C:12]3[C:17]2=[N:16][C:15](Br)=[CH:14][CH:13]=3)[CH2:9]1)=[O:7])([CH3:4])([CH3:3])[CH3:2].C([Li])(C)(C)C.[Cl:28][CH2:29][CH2:30][CH2:31][C:32](=[O:34])[CH3:33]. The catalyst is C(OCC)C. The product is [C:1]([O:5][C:6]([N:8]1[CH2:20][C@@H:19]([CH3:21])[N:18]2[C@H:10]([CH2:11][C:12]3[C:17]2=[N:16][C:15]([C:32]([OH:34])([CH3:33])[CH2:31][CH2:30][CH2:29][Cl:28])=[CH:14][CH:13]=3)[CH2:9]1)=[O:7])([CH3:4])([CH3:3])[CH3:2]. The yield is 0.509. (5) The reactants are Cl[C:2]1[CH:7]=[CH:6][C:5]([I:8])=[CH:4][N:3]=1.[NH2:9][NH2:10]. The product is [NH:9]([C:2]1[CH:7]=[CH:6][C:5]([I:8])=[CH:4][N:3]=1)[NH2:10]. The yield is 0.690. The catalyst is N1C=CC=CC=1. (6) The reactants are [NH:1]([C:8]1[N:9]([C:21]2[CH:26]=[CH:25][CH:24]=[CH:23][CH:22]=2)[C:10]2[C:15]([C:16](=[O:18])[CH:17]=1)=[C:14]([CH3:19])[CH:13]=[C:12](Cl)[N:11]=2)[C:2]1[CH:7]=[CH:6][CH:5]=[CH:4][CH:3]=1. The catalyst is CCOC(C)=O.CCO.[Pd]. The product is [NH:1]([C:8]1[N:9]([C:21]2[CH:22]=[CH:23][CH:24]=[CH:25][CH:26]=2)[C:10]2[C:15]([C:16](=[O:18])[CH:17]=1)=[C:14]([CH3:19])[CH:13]=[CH:12][N:11]=2)[C:2]1[CH:3]=[CH:4][CH:5]=[CH:6][CH:7]=1. The yield is 0.980. (7) The reactants are [Cl:1][C:2]1[C:3](=[O:10])[CH:4]=[C:5]([Cl:9])[C:6](=[O:8])[CH:7]=1.OS(O)(=O)=O.[CH3:16][O:17][C:18]1[CH:19]=[C:20]2[C:24](=[CH:25][CH:26]=1)[NH:23][CH:22]=[CH:21]2.C(C1C(=O)C(Cl)=C(Cl)C(=O)C=1C#N)#N. The catalyst is C1COCC1.C(OCC)(=O)C. The product is [Cl:1][C:2]1[C:3](=[O:10])[CH:4]=[C:5]([Cl:9])[C:6](=[O:8])[C:7]=1[C:21]1[C:20]2[C:24](=[CH:25][CH:26]=[C:18]([O:17][CH3:16])[CH:19]=2)[NH:23][CH:22]=1. The yield is 0.960. (8) The reactants are [Cl:1][C:2]1[CH:7]=[CH:6][C:5]([CH:8]2[CH2:13][CH2:12][CH:11](C(O)=O)[CH2:10][CH2:9]2)=[CH:4][CH:3]=1.C([N:19]([CH2:22]C)CC)C.P(N=[N+]=[N-])(=O)(OC1C=CC=CC=1)[O:25]C1C=CC=CC=1.[C:43]([OH:47])([CH3:46])([CH3:45])[CH3:44]. The catalyst is CCOC(C)=O. The product is [Cl:1][C:2]1[CH:3]=[CH:4][C:5]([CH:8]2[CH2:9][CH2:10][CH:11]([NH:19][C:22](=[O:25])[O:47][C:43]([CH3:46])([CH3:45])[CH3:44])[CH2:12][CH2:13]2)=[CH:6][CH:7]=1. The yield is 0.570.